This data is from Reaction yield outcomes from USPTO patents with 853,638 reactions. The task is: Predict the reaction yield, written as a fraction of the theoretical maximum amount of product (1.0 means a 100% yield; for example, 0.34 means a 34% yield). (1) The reactants are [Cl:1][C:2]1[CH:3]=[CH:4][C:5]([C:13](=[O:21])[NH:14][C:15]2[CH:20]=[CH:19][CH:18]=[CH:17][CH:16]=2)=[C:6]([CH2:8][CH2:9][C:10]([OH:12])=[O:11])[CH:7]=1.I[C:23]1C=C(Cl)C=C[C:24]=1C(N)=O.C(OC(OCC)C=C)C.C(N(CCCC)CCCC)CCC. The catalyst is [Br-].C([N+](CCCC)(CCCC)CCCC)CCC.CN(C=O)C.C([O-])(=O)C.[Pd+2].C([O-])(=O)C. The product is [CH2:23]([O:11][C:10](=[O:12])[CH2:9][CH2:8][C:6]1[CH:7]=[C:2]([Cl:1])[CH:3]=[CH:4][C:5]=1[C:13](=[O:21])[NH:14][C:15]1[CH:16]=[CH:17][CH:18]=[CH:19][CH:20]=1)[CH3:24]. The yield is 0.320. (2) The reactants are C([O:8][C:9]1[N:14]=[C:13]([NH:15][CH2:16][C:17]2([C:23]#[N:24])[CH2:22][CH2:21][O:20][CH2:19][CH2:18]2)[C:12]([F:25])=[CH:11][CH:10]=1)C1C=CC=CC=1.C([O-])=O.[NH4+]. The catalyst is CO.[Pd]. The product is [F:25][C:12]1[C:13]([NH:15][CH2:16][C:17]2([C:23]#[N:24])[CH2:22][CH2:21][O:20][CH2:19][CH2:18]2)=[N:14][C:9]([OH:8])=[CH:10][CH:11]=1. The yield is 0.960. (3) No catalyst specified. The yield is 0.800. The reactants are [CH3:1][C:2]1[CH:11]=[CH:10][C:9]2[C:4](=[CH:5][CH:6]=[CH:7][C:8]=2[O:12][CH2:13][CH2:14][N:15]2[CH2:20][CH2:19][CH:18]([CH2:21][C:22]3[CH:23]=[C:24]([CH:28]=[CH:29][CH:30]=3)[C:25](O)=[O:26])[CH2:17][CH2:16]2)[N:3]=1.[NH:31]1[CH2:35][CH2:34][CH2:33][CH2:32]1. The product is [CH3:1][C:2]1[CH:11]=[CH:10][C:9]2[C:4](=[CH:5][CH:6]=[CH:7][C:8]=2[O:12][CH2:13][CH2:14][N:15]2[CH2:16][CH2:17][CH:18]([CH2:21][C:22]3[CH:23]=[C:24]([C:25]([N:31]4[CH2:35][CH2:34][CH2:33][CH2:32]4)=[O:26])[CH:28]=[CH:29][CH:30]=3)[CH2:19][CH2:20]2)[N:3]=1.